Predict the reactants needed to synthesize the given product. From a dataset of Full USPTO retrosynthesis dataset with 1.9M reactions from patents (1976-2016). (1) Given the product [C:29](=[N:36][NH:37][C:21]1[CH:20]=[CH:19][S:18][C:17]=1[CH:16]=[N:15][N:14]=[C:1]([C:8]1[CH:13]=[CH:12][CH:11]=[CH:10][CH:9]=1)[C:2]1[CH:7]=[CH:6][CH:5]=[CH:4][CH:3]=1)([C:30]1[CH:31]=[CH:32][CH:33]=[CH:34][CH:35]=1)[C:23]1[CH:28]=[CH:27][CH:26]=[CH:25][CH:24]=1, predict the reactants needed to synthesize it. The reactants are: [C:1](=[N:14]/[N:15]=[CH:16]/[C:17]1[S:18][CH:19]=[CH:20][C:21]=1Br)([C:8]1[CH:13]=[CH:12][CH:11]=[CH:10][CH:9]=1)[C:2]1[CH:7]=[CH:6][CH:5]=[CH:4][CH:3]=1.[C:23]1([C:29](=[N:36][NH2:37])[C:30]2[CH:35]=[CH:34][CH:33]=[CH:32][CH:31]=2)[CH:28]=[CH:27][CH:26]=[CH:25][CH:24]=1.C(=O)([O-])[O-].[Cs+].[Cs+]. (2) Given the product [C:27]([C:24]1([NH:23][C:16](=[O:18])[CH:15]([NH:14][C@@H:8]([C:5]2[CH:4]=[CH:3][C:2]([Br:1])=[CH:7][CH:6]=2)[C:9]2[S:10][CH:11]=[CH:12][N:13]=2)[CH2:19][CH:20]([CH3:22])[CH3:21])[CH2:26][CH2:25]1)#[N:28], predict the reactants needed to synthesize it. The reactants are: [Br:1][C:2]1[CH:7]=[CH:6][C:5]([C@H:8]([NH:14][C@@H:15]([CH2:19][CH:20]([CH3:22])[CH3:21])[C:16]([OH:18])=O)[C:9]2[S:10][CH:11]=[CH:12][N:13]=2)=[CH:4][CH:3]=1.[NH2:23][C:24]1([C:27]#[N:28])[CH2:26][CH2:25]1.CN(C(ON1N=NC2C=CC=NC1=2)=[N+](C)C)C.F[P-](F)(F)(F)(F)F.C(NC(C)C)(C)C.BrC1C=CC=CC=1[Li].S1C=CN=C1.CC(C)CC(N)C12OCC(C)(CO1)CO2.N[C@H](C(O)=O)CC(C)C.